This data is from Catalyst prediction with 721,799 reactions and 888 catalyst types from USPTO. The task is: Predict which catalyst facilitates the given reaction. (1) Reactant: [Br:1][CH2:2][C:3]([C:5]1[CH:10]=[CH:9][C:8]([NH:11][C:12](=[O:14])[CH3:13])=[CH:7][CH:6]=1)=[O:4].[BH4-].[Na+]. Product: [Br:1][CH2:2][CH:3]([C:5]1[CH:10]=[CH:9][C:8]([NH:11][C:12](=[O:14])[CH3:13])=[CH:7][CH:6]=1)[OH:4]. The catalyst class is: 280. (2) Product: [NH2:4][C:5]1[CH:25]=[CH:24][C:8]([O:9][C:10]2[N:11]=[C:12]3[C:16](=[CH:17][CH:18]=2)[NH:15][CH:14]([NH:19][C:20](=[O:23])[O:21][CH3:22])[NH:13]3)=[CH:7][CH:6]=1. Reactant: C([NH:4][C:5]1[CH:25]=[CH:24][C:8]([O:9][C:10]2[N:11]=[C:12]3[C:16](=[CH:17][CH:18]=2)[NH:15][CH:14]([NH:19][C:20](=[O:23])[O:21][CH3:22])[NH:13]3)=[CH:7][CH:6]=1)(=O)C.Cl. The catalyst class is: 6. (3) Reactant: [CH3:1][O:2][C:3]1[CH:4]=[C:5]([C:12]([CH3:16])([CH3:15])[C:13]#[N:14])[CH:6]=[CH:7][C:8]=1[N+:9]([O-])=O. Product: [NH2:9][C:8]1[CH:7]=[CH:6][C:5]([C:12]([CH3:16])([CH3:15])[C:13]#[N:14])=[CH:4][C:3]=1[O:2][CH3:1]. The catalyst class is: 19. (4) Reactant: [C:1]([O:5][C:6]([N:8]1[CH2:13][CH2:12][N:11]([C:14](=[O:25])[C:15]2[CH:20]=[C:19]([CH:21](Cl)[CH3:22])[CH:18]=[CH:17][C:16]=2[F:24])[CH2:10][CH2:9]1)=[O:7])([CH3:4])([CH3:3])[CH3:2].[OH:26][C:27]1[CH:31]=[CH:30][S:29][C:28]=1[C:32]([NH2:34])=[O:33].C(=O)([O-])[O-].[K+].[K+]. Product: [C:1]([O:5][C:6]([N:8]1[CH2:13][CH2:12][N:11]([C:14](=[O:25])[C:15]2[CH:20]=[C:19]([CH:21]([O:26][C:27]3[CH:31]=[CH:30][S:29][C:28]=3[C:32](=[O:33])[NH2:34])[CH3:22])[CH:18]=[CH:17][C:16]=2[F:24])[CH2:10][CH2:9]1)=[O:7])([CH3:4])([CH3:3])[CH3:2]. The catalyst class is: 18.